Dataset: Forward reaction prediction with 1.9M reactions from USPTO patents (1976-2016). Task: Predict the product of the given reaction. (1) Given the reactants [F:1][C:2]1[C:11](F)=[CH:10][CH:9]=[C:8]2[C:3]=1[CH2:4][CH2:5][NH:6][C:7]2=[O:13].[NH3:14], predict the reaction product. The product is: [NH2:14][C:11]1[C:2]([F:1])=[C:3]2[C:8](=[CH:9][CH:10]=1)[C:7](=[O:13])[NH:6][CH2:5][CH2:4]2. (2) Given the reactants [NH2:1][CH2:2][C:3]1[CH:7]=[N:6][N:5]([CH2:8][C@@H:9]2[C@H:12]([NH:13][C:14](=[O:30])/[C:15](=[N:22]\[O:23][C:24]([CH3:29])([CH3:28])[C:25]([OH:27])=[O:26])/[C:16]3[N:17]=[C:18]([NH2:21])[S:19][CH:20]=3)[C:11](=[O:31])[N:10]2[S:32]([OH:35])(=[O:34])=[O:33])[N:4]=1.Cl.[N:37]1([C:42]([NH2:44])=O)C=CC=N1.CCN(C(C)C)C(C)C, predict the reaction product. The product is: [NH2:21][C:18]1[S:19][CH:20]=[C:16](/[C:15](=[N:22]/[O:23][C:24]([CH3:29])([CH3:28])[C:25]([OH:27])=[O:26])/[C:14]([NH:13][C@@H:12]2[C:11](=[O:31])[N:10]([S:32]([OH:35])(=[O:34])=[O:33])[C@@H:9]2[CH2:8][N:5]2[N:4]=[C:3]([CH2:2][NH:1][C:42]([NH2:44])=[NH:37])[CH:7]=[N:6]2)=[O:30])[N:17]=1. (3) Given the reactants [C:1]([O:4]C(=O)C)(=[O:3])[CH3:2].[F:8][C:9]1[CH:10]=[C:11]([C:19]2[C:20]([CH3:34])=[CH:21][C:22]([O:25][CH2:26][C:27]([CH3:33])([CH3:32])[C:28]([O:30][CH3:31])=[O:29])=[N:23][CH:24]=2)[CH:12]=[CH:13][C:14]=1[C:15](=[NH:18])[NH:16]O, predict the reaction product. The product is: [C:1]([OH:4])(=[O:3])[CH3:2].[C:15]([C:14]1[CH:13]=[CH:12][C:11]([C:19]2[C:20]([CH3:34])=[CH:21][C:22]([O:25][CH2:26][C:27]([CH3:32])([CH3:33])[C:28]([O:30][CH3:31])=[O:29])=[N:23][CH:24]=2)=[CH:10][C:9]=1[F:8])(=[NH:16])[NH2:18]. (4) Given the reactants Cl.Cl[CH:3]([C:8]1[CH:13]=[CH:12][C:11]([F:14])=[CH:10][CH:9]=1)[CH2:4][N:5]([CH3:7])[CH3:6].Cl.[N:16]1([C:22]2[C:31]3[NH:30][C:29](=[O:32])[CH2:28][NH:27][C:26]=3[N:25]=[CH:24][N:23]=2)[CH2:21][CH2:20][NH:19][CH2:18][CH2:17]1.C(N(C(C)C)C(C)C)C, predict the reaction product. The product is: [CH3:6][N:5]([CH3:7])[CH2:4][CH:3]([N:19]1[CH2:18][CH2:17][N:16]([C:22]2[C:31]3[NH:30][C:29](=[O:32])[CH2:28][NH:27][C:26]=3[N:25]=[CH:24][N:23]=2)[CH2:21][CH2:20]1)[C:8]1[CH:13]=[CH:12][C:11]([F:14])=[CH:10][CH:9]=1. (5) Given the reactants [Cl:1][C:2]1[CH:8]=[CH:7][CH:6]=[C:5]([F:9])[C:3]=1[NH2:4].[C:10](Cl)(Cl)=[S:11].C(N(C(C)C)C(C)C)C, predict the reaction product. The product is: [Cl:1][C:2]1[CH:8]=[CH:7][CH:6]=[C:5]([F:9])[C:3]=1[N:4]=[C:10]=[S:11]. (6) Given the reactants [C:1]([O:5][C:6](=[O:14])[NH:7][C@H:8]1[CH2:13][CH2:12][CH2:11][NH:10][CH2:9]1)([CH3:4])([CH3:3])[CH3:2].Br[C:16]1[N:24]([CH2:25][CH:26]=[C:27]([CH3:29])[CH3:28])[C:23]2[C:22](=[O:30])[NH:21][CH:20]=[N:19][C:18]=2[C:17]=1[C:31]#[N:32], predict the reaction product. The product is: [C:1]([O:5][C:6](=[O:14])[NH:7][C@H:8]1[CH2:13][CH2:12][CH2:11][N:10]([C:16]2[N:24]([CH2:25][CH:26]=[C:27]([CH3:28])[CH3:29])[C:23]3[C:22](=[O:30])[NH:21][CH:20]=[N:19][C:18]=3[C:17]=2[C:31]#[N:32])[CH2:9]1)([CH3:4])([CH3:2])[CH3:3]. (7) Given the reactants [CH:1]([N:4]([CH3:27])[C:5]1[C:6](OS(C(F)(F)F)(=O)=O)=[N:7][C:8]2[C:13]([N:14]=1)=[CH:12][C:11]([C:15]([O:17][CH3:18])=[O:16])=[CH:10][CH:9]=2)([CH3:3])[CH3:2].CC1(C)C(C)(C)OB([C:36]2[CH:37]=[CH:38][C:39]3[S:43][CH:42]=[N:41][C:40]=3[CH:44]=2)O1.[O-]P([O-])([O-])=O.[K+].[K+].[K+], predict the reaction product. The product is: [S:43]1[C:39]2[CH:38]=[CH:37][C:36]([C:6]3[C:5]([N:4]([CH:1]([CH3:2])[CH3:3])[CH3:27])=[N:14][C:13]4[C:8](=[CH:9][CH:10]=[C:11]([C:15]([O:17][CH3:18])=[O:16])[CH:12]=4)[N:7]=3)=[CH:44][C:40]=2[N:41]=[CH:42]1. (8) Given the reactants [C:1]([NH:4][C:5]1[CH:18]=[C:17]2[C:8]([O:9][C:10]3[CH:11]=C(C(O)=O)[CH:13]=[CH:14][C:15]=3[C:16]2=[O:19])=[CH:7][CH:6]=1)(=[O:3])[CH3:2].CN(C([O:30]N1N=NC2C=CC=NC1=2)=[N+](C)C)C.F[P-](F)(F)(F)(F)F.C(NCC)C.[CH:52]([N:55]([CH:58]([CH3:60])C)[CH2:56][CH3:57])([CH3:54])C, predict the reaction product. The product is: [CH2:58]([N:55]([CH2:56][CH3:57])[C:52]([C:54]1[CH:13]=[CH:14][C:15]2[C:16](=[O:19])[C:17]3[C:8]([O:9][C:10]=2[CH:11]=1)=[CH:7][CH:6]=[C:5]([NH:4][C:1](=[O:3])[CH3:2])[CH:18]=3)=[O:30])[CH3:60].